This data is from Reaction yield outcomes from USPTO patents with 853,638 reactions. The task is: Predict the reaction yield, written as a fraction of the theoretical maximum amount of product (1.0 means a 100% yield; for example, 0.34 means a 34% yield). (1) The reactants are [O:1]=[C:2]1[CH:6]=[CH:5][C:4](=[O:7])[N:3]1[CH2:8][CH2:9][CH2:10][CH2:11][CH2:12][C:13]([O:15]N1C(=O)CCC1=O)=O.[CH3:23][O:24][C:25]1[CH:26]=[C:27]2[C:31](=[CH:32][CH:33]=1)[NH:30][CH:29]=[C:28]2[CH2:34][CH2:35][NH2:36]. The catalyst is ClCCl. The product is [O:7]=[C:4]1[CH:5]=[CH:6][C:2](=[O:1])[N:3]1[CH2:8][CH2:9][CH2:10][CH2:11][CH2:12][C:13]([NH:36][CH2:35][CH2:34][C:28]1[C:27]2[C:31](=[CH:32][CH:33]=[C:25]([O:24][CH3:23])[CH:26]=2)[NH:30][CH:29]=1)=[O:15]. The yield is 0.890. (2) The reactants are [CH3:1][O:2][C:3]([C:5]1[S:6][C:7]([C:26]#[C:27][C:28]([CH3:31])([CH3:30])[CH3:29])=[CH:8][C:9]=1[N:10]1[CH:15]([CH:16]2[CH2:21][CH2:20][CH2:19][CH2:18][CH2:17]2)[CH2:14][CH2:13][C@@H:12]([CH2:22][CH:23]=C)[C:11]1=[O:25])=[O:4].C[N+]1([O-])CC[O:36]CC1.O. The catalyst is CC(C)=O.O=[Os](=O)(=O)=O. The product is [CH3:1][O:2][C:3]([C:5]1[S:6][C:7]([C:26]#[C:27][C:28]([CH3:30])([CH3:29])[CH3:31])=[CH:8][C:9]=1[N:10]1[CH:15]([CH:16]2[CH2:17][CH2:18][CH2:19][CH2:20][CH2:21]2)[CH2:14][CH2:13][C@@H:12]([CH2:22][CH2:23][OH:36])[C:11]1=[O:25])=[O:4]. The yield is 0.600.